Dataset: Peptide-MHC class I binding affinity with 185,985 pairs from IEDB/IMGT. Task: Regression. Given a peptide amino acid sequence and an MHC pseudo amino acid sequence, predict their binding affinity value. This is MHC class I binding data. The peptide sequence is SCSYKIGHH. The MHC is HLA-A33:01 with pseudo-sequence HLA-A33:01. The binding affinity (normalized) is 0.